This data is from Forward reaction prediction with 1.9M reactions from USPTO patents (1976-2016). The task is: Predict the product of the given reaction. (1) Given the reactants C1(P(C2C=CC=CC=2)C2C=CC=CC=2)C=CC=CC=1.BrBr.[CH2:22]([N:24]([CH2:37][CH3:38])[C:25](=[O:36])[C:26]1[CH:31]=[CH:30][C:29]([F:32])=[C:28]([F:33])[C:27]=1[CH2:34]O)[CH3:23].[NH:39]1[CH:43]=[CH:42][N:41]=[CH:40]1, predict the reaction product. The product is: [CH2:22]([N:24]([CH2:37][CH3:38])[C:25](=[O:36])[C:26]1[CH:31]=[CH:30][C:29]([F:32])=[C:28]([F:33])[C:27]=1[CH2:34][N:39]1[CH:43]=[CH:42][N:41]=[CH:40]1)[CH3:23]. (2) Given the reactants [F:1][C:2]1[CH:3]=[C:4]([CH:8]=[CH:9][C:10]=1[OH:11])[C:5]([OH:7])=[O:6].[CH2:12](Br)[C:13]1[CH:18]=[CH:17][CH:16]=[CH:15][CH:14]=1.CN(C=O)C.C(=O)([O-])[O-].[K+].[K+], predict the reaction product. The product is: [F:1][C:2]1[CH:3]=[C:4]([CH:8]=[CH:9][C:10]=1[OH:11])[C:5]([O:7][CH2:12][C:13]1[CH:18]=[CH:17][CH:16]=[CH:15][CH:14]=1)=[O:6]. (3) The product is: [OH:34][C@@H:32]([CH3:33])[CH2:31][N:30]1[C:12]([C:13]2[CH:18]=[CH:17][CH:16]=[CH:15][CH:14]=2)=[C:11]2[C:6]([N:7]([CH3:22])[C:8](=[O:21])[N:9]([CH3:20])[C:10]2=[O:19])=[CH:5]1. Given the reactants NCCN1[C:12]([C:13]2[CH:18]=[CH:17][CH:16]=[CH:15][CH:14]=2)=[C:11]2[C:6]([N:7]([CH3:22])[C:8](=[O:21])[N:9]([CH3:20])[C:10]2=[O:19])=[CH:5]1.C(N(CC)CC)C.[NH2:30][CH2:31][C@@H:32]([OH:34])[CH3:33], predict the reaction product. (4) Given the reactants O.[OH-].[Li+].C([O:6][C:7](=[O:58])[CH2:8][N:9]1[CH2:14][CH2:13][CH:12]([CH:15]2[CH2:20][CH2:19][N:18]([C:21](=[O:57])[C@H:22]([NH:36][C:37]([N:39]3[CH2:44][CH2:43][CH:42]([N:45]4[CH2:51][CH2:50][C:49]5[CH:52]=[CH:53][CH:54]=[CH:55][C:48]=5[NH:47][C:46]4=[O:56])[CH2:41][CH2:40]3)=[O:38])[CH2:23][C:24]3[CH:29]=[C:28]([C:30]([F:33])([F:32])[F:31])[C:27]([NH2:34])=[C:26]([Cl:35])[CH:25]=3)[CH2:17][CH2:16]2)[CH2:11][CH2:10]1)C.Cl, predict the reaction product. The product is: [NH2:34][C:27]1[C:28]([C:30]([F:32])([F:31])[F:33])=[CH:29][C:24]([CH2:23][C@@H:22]([NH:36][C:37]([N:39]2[CH2:40][CH2:41][CH:42]([N:45]3[CH2:51][CH2:50][C:49]4[CH:52]=[CH:53][CH:54]=[CH:55][C:48]=4[NH:47][C:46]3=[O:56])[CH2:43][CH2:44]2)=[O:38])[C:21]([N:18]2[CH2:17][CH2:16][CH:15]([CH:12]3[CH2:13][CH2:14][N:9]([CH2:8][C:7]([OH:58])=[O:6])[CH2:10][CH2:11]3)[CH2:20][CH2:19]2)=[O:57])=[CH:25][C:26]=1[Cl:35]. (5) Given the reactants [CH3:1][O:2][CH2:3][C:4]1[CH:9]=[C:8]([C:10]2[O:14][N:13]=[C:12]([C:15]3[CH:16]=[C:17]([CH2:21][CH2:22][OH:23])[CH:18]=[CH:19][CH:20]=3)[N:11]=2)[CH:7]=[CH:6][C:5]=1[C:24]1[CH:29]=[CH:28][CH:27]=[CH:26][C:25]=1[CH3:30].CCN(C(C)C)C(C)C.[S:40](Cl)([CH3:43])(=[O:42])=[O:41], predict the reaction product. The product is: [CH3:43][S:40]([O:23][CH2:22][CH2:21][C:17]1[CH:18]=[CH:19][CH:20]=[C:15]([C:12]2[N:11]=[C:10]([C:8]3[CH:7]=[CH:6][C:5]([C:24]4[CH:29]=[CH:28][CH:27]=[CH:26][C:25]=4[CH3:30])=[C:4]([CH2:3][O:2][CH3:1])[CH:9]=3)[O:14][N:13]=2)[CH:16]=1)(=[O:42])=[O:41]. (6) Given the reactants C(OC([NH:8][C@@H:9]1[CH2:13][CH2:12][N:11]([C:14]2[N:23]=[C:22]3[C:17]([C:18](=[O:33])[C:19]([C:28]([O:30]CC)=[O:29])=[CH:20][N:21]3C(C)(C)C)=[CH:16][C:15]=2[F:34])[CH2:10]1)=O)(C)(C)C.[ClH:35].C(OCC)C, predict the reaction product. The product is: [ClH:35].[NH2:8][C@@H:9]1[CH2:13][CH2:12][N:11]([C:14]2[N:23]=[C:22]3[C:17]([C:18](=[O:33])[C:19]([C:28]([OH:30])=[O:29])=[CH:20][NH:21]3)=[CH:16][C:15]=2[F:34])[CH2:10]1. (7) Given the reactants [CH3:1][N:2]([CH3:17])[C:3]1[N:8]=[CH:7][C:6]([C:9]2([OH:16])[CH2:14][CH2:13][C:12](=O)[CH2:11][CH2:10]2)=[CH:5][CH:4]=1.[NH:18]1[CH2:21][CH:20]([NH:22][C:23]([CH2:25][NH:26][C:27](=[O:38])[C:28]2[CH:33]=[CH:32][CH:31]=[C:30]([C:34]([F:37])([F:36])[F:35])[CH:29]=2)=[O:24])[CH2:19]1, predict the reaction product. The product is: [CH3:1][N:2]([CH3:17])[C:3]1[N:8]=[CH:7][C:6]([C:9]2([OH:16])[CH2:14][CH2:13][CH:12]([N:18]3[CH2:21][CH:20]([NH:22][C:23]([CH2:25][NH:26][C:27](=[O:38])[C:28]4[CH:33]=[CH:32][CH:31]=[C:30]([C:34]([F:37])([F:35])[F:36])[CH:29]=4)=[O:24])[CH2:19]3)[CH2:11][CH2:10]2)=[CH:5][CH:4]=1.